Dataset: Catalyst prediction with 721,799 reactions and 888 catalyst types from USPTO. Task: Predict which catalyst facilitates the given reaction. (1) Reactant: Cl.[NH2:2][OH:3].O=[C:5]([C:27]1[C:36]2[C:31](=[CH:32][CH:33]=[C:34]([O:37][CH3:38])[CH:35]=2)[N:30]=[CH:29][C:28]=1[F:39])[CH2:6][CH2:7][CH:8]1[CH2:13][CH2:12][N:11]([CH2:14][CH2:15][S:16][C:17]2[S:18][CH:19]=[CH:20][CH:21]=2)[CH2:10][CH:9]1[CH2:22][C:23]([O:25][CH3:26])=[O:24]. Product: [OH:3][N:2]=[C:5]([C:27]1[C:36]2[C:31](=[CH:32][CH:33]=[C:34]([O:37][CH3:38])[CH:35]=2)[N:30]=[CH:29][C:28]=1[F:39])[CH2:6][CH2:7][CH:8]1[CH2:13][CH2:12][N:11]([CH2:14][CH2:15][S:16][C:17]2[S:18][CH:19]=[CH:20][CH:21]=2)[CH2:10][CH:9]1[CH2:22][C:23]([O:25][CH3:26])=[O:24]. The catalyst class is: 17. (2) Reactant: [C:1]([O:5][C:6]([N:8]1[CH2:13][CH2:12][C:11](=O)[CH2:10][CH2:9]1)=[O:7])([CH3:4])([CH3:3])[CH3:2].[CH2:15]([NH2:19])[CH2:16][CH2:17][CH3:18].C(N(CC)CC)C.[Na]. Product: [C:1]([O:5][C:6]([N:8]1[CH2:13][CH2:12][CH:11]([NH:19][CH2:15][CH2:16][CH2:17][CH3:18])[CH2:10][CH2:9]1)=[O:7])([CH3:4])([CH3:3])[CH3:2]. The catalyst class is: 35. (3) The catalyst class is: 2. Product: [C:7]([O:27][C:21]1[CH:20]=[CH:19][C:18]([C:14]([CH3:17])([CH3:15])[CH3:16])=[CH:26][C:22]=1[C:23]([OH:25])=[O:24])(=[O:9])[CH3:8]. Reactant: N1C=CC=CC=1.[C:7](OC(=O)C)(=[O:9])[CH3:8].[C:14]([C:18]1[CH:26]=[C:22]([C:23]([OH:25])=[O:24])[C:21]([OH:27])=[CH:20][CH:19]=1)([CH3:17])([CH3:16])[CH3:15]. (4) Reactant: [N:1]([CH2:4][C:5]1[N:6]=[C:7]([N:10]2[CH2:13][CH:12]([O:14][Si:15]([C:28]([CH3:31])([CH3:30])[CH3:29])([C:22]3[CH:27]=[CH:26][CH:25]=[CH:24][CH:23]=3)[C:16]3[CH:21]=[CH:20][CH:19]=[CH:18][CH:17]=3)[CH2:11]2)[S:8][CH:9]=1)=[N+]=[N-].[O:32]1[CH:36]=[CH:35][CH:34]=[C:33]1[C:37](Cl)=[O:38].C(N(CC)CC)C. Product: [Si:15]([O:14][CH:12]1[CH2:13][N:10]([C:7]2[S:8][CH:9]=[C:5]([CH2:4][NH:1][C:37]([C:33]3[O:32][CH:36]=[CH:35][CH:34]=3)=[O:38])[N:6]=2)[CH2:11]1)([C:28]([CH3:31])([CH3:30])[CH3:29])([C:22]1[CH:27]=[CH:26][CH:25]=[CH:24][CH:23]=1)[C:16]1[CH:21]=[CH:20][CH:19]=[CH:18][CH:17]=1. The catalyst class is: 293. (5) Reactant: [C:1]([O:5][C:6]([N:8]1[CH2:13][CH2:12][CH2:11][CH2:10][C@@H:9]1[C:14](O)=[O:15])=[O:7])([CH3:4])([CH3:3])[CH3:2]. Product: [C:1]([O:5][C:6]([N:8]1[CH2:13][CH2:12][CH2:11][CH2:10][C@@H:9]1[CH2:14][OH:15])=[O:7])([CH3:4])([CH3:3])[CH3:2]. The catalyst class is: 1. (6) Reactant: [CH3:1][CH:2]1[CH2:7][CH:6]([CH3:8])[CH2:5][N:4]([S:9]([C:12]2[CH:25]=[CH:24][C:23]3[N:22]([CH3:26])[C:21]4[C:16](=[CH:17][C:18]([S:27]([N:30]5[CH2:35][CH:34]([CH3:36])[CH2:33][CH:32]([CH3:37])[CH2:31]5)(=[O:29])=[O:28])=[CH:19][CH:20]=4)[C:15](=S)[C:14]=3[CH:13]=2)(=[O:11])=[O:10])[CH2:3]1.Cl.[NH2:40][OH:41]. Product: [CH3:37][CH:32]1[CH2:33][CH:34]([CH3:36])[CH2:35][N:30]([S:27]([C:18]2[CH:19]=[CH:20][C:21]3[N:22]([CH3:26])[C:23]4[C:14](=[CH:13][C:12]([S:9]([N:4]5[CH2:5][CH:6]([CH3:8])[CH2:7][CH:2]([CH3:1])[CH2:3]5)(=[O:11])=[O:10])=[CH:25][CH:24]=4)[C:15](=[N:40][OH:41])[C:16]=3[CH:17]=2)(=[O:28])=[O:29])[CH2:31]1. The catalyst class is: 17. (7) Reactant: [Br:1][CH2:2][CH2:3]Br.[Cl:5][C:6]1[CH:25]=[CH:24][C:9]([NH:10][C:11]2[C:20]3[C:15](=[CH:16][C:17]([OH:23])=[C:18]([O:21][CH3:22])[CH:19]=3)[N:14]=[CH:13][N:12]=2)=[C:8]([F:26])[CH:7]=1.C(=O)([O-])[O-].[K+].[K+].O. Product: [Br:1][CH2:2][CH2:3][O:23][C:17]1[CH:16]=[C:15]2[C:20]([C:11]([NH:10][C:9]3[CH:24]=[CH:25][C:6]([Cl:5])=[CH:7][C:8]=3[F:26])=[N:12][CH:13]=[N:14]2)=[CH:19][C:18]=1[O:21][CH3:22]. The catalyst class is: 3. (8) Reactant: F[C:2]1[CH:9]=[C:8]([N:10]2[C:18]3[CH2:17][C:16]([CH3:20])([CH3:19])[CH2:15][C:14](=[O:21])[C:13]=3[C:12]([CH3:22])=[N:11]2)[CH:7]=[C:6]([F:23])[C:3]=1[C:4]#[N:5].Cl.[OH:25][C@H:26]1[CH2:30][CH2:29][CH2:28][C@@H:27]1[NH2:31].C(N(C(C)C)CC)(C)C. Product: [F:23][C:6]1[CH:7]=[C:8]([N:10]2[C:18]3[CH2:17][C:16]([CH3:19])([CH3:20])[CH2:15][C:14](=[O:21])[C:13]=3[C:12]([CH3:22])=[N:11]2)[CH:9]=[C:2]([NH:31][C@H:27]2[CH2:28][CH2:29][CH2:30][C@@H:26]2[OH:25])[C:3]=1[C:4]#[N:5]. The catalyst class is: 16.